From a dataset of Catalyst prediction with 721,799 reactions and 888 catalyst types from USPTO. Predict which catalyst facilitates the given reaction. Reactant: O(S(C(F)(F)F)(=O)=O)S(C(F)(F)F)(=O)=O.N#N.[Cl:18][CH2:19][CH2:20][C:21]([NH:23][C:24]1[C:25]([C:31]2[NH:32][C:33]3[C:38]([CH:39]=2)=[C:37]([F:40])[CH:36]=[CH:35][CH:34]=3)=[N:26][C:27]([Cl:30])=[CH:28][CH:29]=1)=O. Product: [Cl:30][C:27]1[N:26]=[C:25]2[C:24](=[CH:29][CH:28]=1)[N:23]=[C:21]([CH2:20][CH2:19][Cl:18])[C:39]1[C:38]3[C:33]([NH:32][C:31]2=1)=[CH:34][CH:35]=[CH:36][C:37]=3[F:40]. The catalyst class is: 34.